Dataset: Reaction yield outcomes from USPTO patents with 853,638 reactions. Task: Predict the reaction yield, written as a fraction of the theoretical maximum amount of product (1.0 means a 100% yield; for example, 0.34 means a 34% yield). (1) The reactants are [C:1]12([NH2:11])[CH2:10][CH:5]3[CH2:6][CH:7]([CH2:9][CH:3]([CH2:4]3)[CH2:2]1)[CH2:8]2.C(OC(=O)[NH:18][CH2:19][C:20]1[CH:25]=[CH:24][C:23]([CH:26]=O)=[CH:22][CH:21]=1)(C)(C)C.Cl. No catalyst specified. The product is [C:1]12([NH:11][CH2:26][C:23]3[CH:24]=[CH:25][C:20]([CH2:19][NH2:18])=[CH:21][CH:22]=3)[CH2:8][CH:7]3[CH2:6][CH:5]([CH2:4][CH:3]([CH2:9]3)[CH2:2]1)[CH2:10]2. The yield is 0.720. (2) The reactants are [Cl:1][C:2]1[CH:3]=[C:4]([CH:7]=[C:8]([O:11]C)[C:9]=1[OH:10])[CH:5]=[O:6].B(Br)(Br)Br. The catalyst is ClCCl. The product is [Cl:1][C:2]1[CH:3]=[C:4]([CH:7]=[C:8]([OH:11])[C:9]=1[OH:10])[CH:5]=[O:6]. The yield is 0.890. (3) The reactants are C([O:9][C@@H:10]1[C@@H:38]([O:39]C(=O)C2C=CC=CC=2)[C@H:37]([O:48]C(=O)C2C=CC=CC=2)[C@@H:36]([C@@H:57]([CH3:67])[O:58]C(=O)C2C=CC=CC=2)[O:35][C@H:11]1[O:12][C:13]1[CH:18]=[C:17]([CH2:19][O:20]C(=O)C)[CH:16]=[C:15]([F:24])[C:14]=1[CH2:25][C:26]1[CH:31]=[CH:30][C:29]([CH:32]2[CH2:34][CH2:33]2)=[CH:28][CH:27]=1)(=O)C1C=CC=CC=1.C(=O)([O-])[O-].[K+].[K+]. The catalyst is O1CCCC1.CO. The product is [O:12]([C:13]1[CH:18]=[C:17]([CH2:19][OH:20])[CH:16]=[C:15]([F:24])[C:14]=1[CH2:25][C:26]1[CH:27]=[CH:28][C:29]([CH:32]2[CH2:34][CH2:33]2)=[CH:30][CH:31]=1)[C@@H:11]1[O:35][C@H:36]([C@@H:57]([CH3:67])[OH:58])[C@@H:37]([OH:48])[C@H:38]([OH:39])[C@H:10]1[OH:9]. The yield is 0.476. (4) The reactants are [N:1]1([NH:7][C:8]([C:10]2[CH2:14][CH:13]([C:15]3[CH:20]=[CH:19][C:18]([Cl:21])=[CH:17][CH:16]=3)[N:12]([C:22]3[CH:27]=[CH:26][C:25]([Cl:28])=[CH:24][C:23]=3[Cl:29])[N:11]=2)=[O:9])[CH2:6][CH2:5][CH2:4][CH2:3][CH2:2]1.C(O)C. The catalyst is C(OCC)(=O)C. The product is [ClH:21].[N:1]1([NH:7][C:8]([C:10]2[CH2:14][CH:13]([C:15]3[CH:16]=[CH:17][C:18]([Cl:21])=[CH:19][CH:20]=3)[N:12]([C:22]3[CH:27]=[CH:26][C:25]([Cl:28])=[CH:24][C:23]=3[Cl:29])[N:11]=2)=[O:9])[CH2:6][CH2:5][CH2:4][CH2:3][CH2:2]1. The yield is 0.910. (5) The reactants are [Si:1]([O:8][CH:9]1[CH2:13][CH2:12][N:11]([C:14]2[CH:22]=[C:21]3[C:17]([C:18]([CH:23]([C:28]4[C:29]([CH3:45])=[C:30]([NH:34][C:35](=[O:44])[O:36][CH2:37][C:38]5[CH:43]=[CH:42][CH:41]=[CH:40][CH:39]=5)[CH:31]=[CH:32][CH:33]=4)[CH2:24][N+:25]([O-])=O)=[CH:19][NH:20]3)=[CH:16][CH:15]=2)[CH2:10]1)([C:4]([CH3:7])([CH3:6])[CH3:5])([CH3:3])[CH3:2].[Cl-].[NH4+]. The catalyst is CO.O1CCCC1.[Zn]. The product is [NH2:25][CH2:24][CH:23]([C:28]1[C:29]([CH3:45])=[C:30]([NH:34][C:35](=[O:44])[O:36][CH2:37][C:38]2[CH:43]=[CH:42][CH:41]=[CH:40][CH:39]=2)[CH:31]=[CH:32][CH:33]=1)[C:18]1[C:17]2[C:21](=[CH:22][C:14]([N:11]3[CH2:12][CH2:13][CH:9]([O:8][Si:1]([C:4]([CH3:5])([CH3:6])[CH3:7])([CH3:2])[CH3:3])[CH2:10]3)=[CH:15][CH:16]=2)[NH:20][CH:19]=1. The yield is 1.02. (6) The reactants are N1C=CN=C1.[Si:6](Cl)([C:9]([CH3:12])([CH3:11])[CH3:10])([CH3:8])[CH3:7].[OH:14][C@H:15]1[CH2:23][N:22]2[C@H:17]([CH2:18][C:19](=[O:24])[CH2:20][CH2:21]2)[CH2:16]1.O. The catalyst is ClCCl. The product is [Si:6]([O:14][C@H:15]1[CH2:23][N:22]2[C@H:17]([CH2:18][C:19](=[O:24])[CH2:20][CH2:21]2)[CH2:16]1)([C:9]([CH3:12])([CH3:11])[CH3:10])([CH3:8])[CH3:7]. The yield is 0.880. (7) The catalyst is CO.O. The reactants are C([O:3][C:4]([C:6]1[CH:7]=[N:8][N:9]([CH:12]2[CH2:15][CH2:14][CH2:13]2)[C:10]=1[Cl:11])=[O:5])C.[Li+].[OH-]. The product is [Cl:11][C:10]1[N:9]([CH:12]2[CH2:13][CH2:14][CH2:15]2)[N:8]=[CH:7][C:6]=1[C:4]([OH:5])=[O:3]. The yield is 0.940. (8) The reactants are [O:1]1[CH2:3][CH:2]1[CH2:4][N:5]1[C:13]2[CH2:12][CH2:11][N:10]([C:14](=[O:16])[CH3:15])[CH2:9][C:8]=2[C:7]([C:17]2[CH:22]=[CH:21][C:20]([C:23]([F:26])([F:25])[F:24])=[CH:19][CH:18]=2)=[N:6]1.[Cl:27][C:28]1[CH:42]=[CH:41][C:31]2[N:32]=[C:33]([N:35]3[CH2:40][CH2:39][NH:38][CH2:37][CH2:36]3)[S:34][C:30]=2[CH:29]=1. The catalyst is CCO. The product is [Cl:27][C:28]1[CH:42]=[CH:41][C:31]2[N:32]=[C:33]([N:35]3[CH2:40][CH2:39][N:38]([CH2:3][CH:2]([OH:1])[CH2:4][N:5]4[C:13]5[CH2:12][CH2:11][N:10]([C:14](=[O:16])[CH3:15])[CH2:9][C:8]=5[C:7]([C:17]5[CH:22]=[CH:21][C:20]([C:23]([F:26])([F:25])[F:24])=[CH:19][CH:18]=5)=[N:6]4)[CH2:37][CH2:36]3)[S:34][C:30]=2[CH:29]=1. The yield is 0.900.